This data is from Full USPTO retrosynthesis dataset with 1.9M reactions from patents (1976-2016). The task is: Predict the reactants needed to synthesize the given product. (1) Given the product [C:30]([C:29]1[CH:28]=[CH:27][C:26]([C:23]2[N:21]3[N:22]=[C:17]([C:14]4[CH:15]=[CH:16][C:11]([C:9]([N:6]5[CH2:5][CH2:4][CH:3]([CH2:2][NH:1][C:34](=[O:36])[CH3:35])[CH2:8][CH2:7]5)=[O:10])=[CH:12][CH:13]=4)[CH:18]=[CH:19][C:20]3=[N:25][CH:24]=2)=[CH:33][CH:32]=1)#[N:31], predict the reactants needed to synthesize it. The reactants are: [NH2:1][CH2:2][CH:3]1[CH2:8][CH2:7][N:6]([C:9]([C:11]2[CH:16]=[CH:15][C:14]([C:17]3[CH:18]=[CH:19][C:20]4[N:21]([C:23]([C:26]5[CH:33]=[CH:32][C:29]([C:30]#[N:31])=[CH:28][CH:27]=5)=[CH:24][N:25]=4)[N:22]=3)=[CH:13][CH:12]=2)=[O:10])[CH2:5][CH2:4]1.[C:34](OC(=O)C)(=[O:36])[CH3:35].C(N(CC)CC)C. (2) Given the product [Cl:11][C:4]1[C:3]([S:12]([N:15]2[CH2:20][CH2:19][O:18][CH2:17][CH2:16]2)(=[O:14])=[O:13])=[C:2]([OH:23])[C:7]([N+:8]([O-:10])=[O:9])=[CH:6][CH:5]=1, predict the reactants needed to synthesize it. The reactants are: Cl[C:2]1[C:7]([N+:8]([O-:10])=[O:9])=[CH:6][CH:5]=[C:4]([Cl:11])[C:3]=1[S:12]([N:15]1[CH2:20][CH2:19][O:18][CH2:17][CH2:16]1)(=[O:14])=[O:13].[H-].[Na+].[OH2:23]. (3) Given the product [NH2:26][C:20]1[C:21]([NH:25][S:40]([CH2:38][CH3:39])(=[O:42])=[O:41])=[C:22]([NH2:24])[N:23]=[C:18]([C:11]2[C:12]3[C:17](=[CH:16][CH:15]=[CH:14][CH:13]=3)[N:9]([CH2:8][C:7]3[C:6]([F:30])=[CH:5][C:4]([O:3][CH2:1][CH3:2])=[CH:28][C:27]=3[F:29])[N:10]=2)[N:19]=1, predict the reactants needed to synthesize it. The reactants are: [CH2:1]([O:3][C:4]1[CH:28]=[C:27]([F:29])[C:7]([CH2:8][N:9]2[C:17]3[C:12](=[CH:13][CH:14]=[CH:15][CH:16]=3)[C:11]([C:18]3[N:23]=[C:22]([NH2:24])[C:21]([NH2:25])=[C:20]([NH2:26])[N:19]=3)=[N:10]2)=[C:6]([F:30])[CH:5]=1)[CH3:2].C(N(CC)CC)C.[CH2:38]([S:40](Cl)(=[O:42])=[O:41])[CH3:39].Cl. (4) The reactants are: [C:1]([NH:9][C:10](=[N:13][C:14]1[CH:19]=[CH:18][C:17]([O:20][C:21]2[C:26]([C:27]3[CH:32]=[CH:31][N:30]=[C:29]([NH:33][CH3:34])[N:28]=3)=[CH:25][CH:24]=[CH:23][N:22]=2)=[CH:16][CH:15]=1)SC)(=O)[C:2]1[CH:7]=[CH:6][CH:5]=[CH:4][CH:3]=1.[NH2:35][NH2:36]. Given the product [CH3:34][NH:33][C:29]1[N:28]=[C:27]([C:26]2[C:21]([O:20][C:17]3[CH:18]=[CH:19][C:14]([NH:13][C:10]4[NH:9][C:1]([C:2]5[CH:7]=[CH:6][CH:5]=[CH:4][CH:3]=5)=[N:36][N:35]=4)=[CH:15][CH:16]=3)=[N:22][CH:23]=[CH:24][CH:25]=2)[CH:32]=[CH:31][N:30]=1, predict the reactants needed to synthesize it. (5) Given the product [Cl:13][C:12]1[C:7]2[N:8]([CH:14]=[C:5]([CH2:1][CH2:2][C:3]#[C:4][C:16]3[CH:21]=[CH:20][CH:19]=[C:18]([CH2:22][F:23])[N:17]=3)[N:6]=2)[CH:9]=[CH:10][CH:11]=1, predict the reactants needed to synthesize it. The reactants are: [CH2:1]([C:5]1[N:6]=[C:7]2[C:12]([Cl:13])=[CH:11][CH:10]=[CH:9][N:8]2[CH:14]=1)[CH2:2][C:3]#[CH:4].Br[C:16]1[CH:21]=[CH:20][CH:19]=[C:18]([CH2:22][F:23])[N:17]=1. (6) Given the product [C:22]1([O:21][C:16]2[CH:17]=[CH:18][CH:19]=[CH:20][C:15]=2[CH2:14][N:1]2[CH:5]=[CH:4][C:3]([C:6]([O:8][CH2:9][CH3:10])=[O:7])=[N:2]2)[CH:23]=[CH:24][CH:25]=[CH:26][CH:27]=1, predict the reactants needed to synthesize it. The reactants are: [NH:1]1[CH:5]=[CH:4][C:3]([C:6]([O:8][CH2:9][CH3:10])=[O:7])=[N:2]1.[H-].[Na+].Br[CH2:14][C:15]1[CH:20]=[CH:19][CH:18]=[CH:17][C:16]=1[O:21][C:22]1[CH:27]=[CH:26][CH:25]=[CH:24][CH:23]=1.